This data is from Catalyst prediction with 721,799 reactions and 888 catalyst types from USPTO. The task is: Predict which catalyst facilitates the given reaction. (1) Reactant: [Br:1][C:2]1[CH:17]=[CH:16][C:5]([O:6][C:7]2[NH:11][C:10]3[CH:12]=[CH:13][CH:14]=[CH:15][C:9]=3[N:8]=2)=[CH:4][CH:3]=1.[H-].[Na+].Cl[CH2:21][C:22](=[O:24])[CH3:23]. Product: [Br:1][C:2]1[CH:17]=[CH:16][C:5]([O:6][C:7]2[N:8]([CH2:21][C:22](=[O:24])[CH3:23])[C:9]3[CH:15]=[CH:14][CH:13]=[CH:12][C:10]=3[N:11]=2)=[CH:4][CH:3]=1. The catalyst class is: 31. (2) Product: [CH2:1]([N:8]1[CH2:13][CH2:12][C:11]2([CH2:18][CH2:17][N:16]([CH:19]3[CH2:22][CH2:21][CH2:20]3)[CH2:15][CH2:14]2)[CH2:10][CH2:9]1)[C:2]1[CH:3]=[CH:4][CH:5]=[CH:6][CH:7]=1. Reactant: [CH2:1]([N:8]1[CH2:13][CH2:12][C:11]2([CH2:18][CH2:17][NH:16][CH2:15][CH2:14]2)[CH2:10][CH2:9]1)[C:2]1[CH:7]=[CH:6][CH:5]=[CH:4][CH:3]=1.[C:19]1(=O)[CH2:22][CH2:21][CH2:20]1.C(O[BH-](OC(=O)C)OC(=O)C)(=O)C.[Na+].C(=O)([O-])[O-].[Na+].[Na+]. The catalyst class is: 699. (3) Reactant: [Br:1][C:2]1[NH:3][C:4]2[C:9]([C:10]=1[CH:11]1[CH2:16][CH2:15][CH2:14][CH2:13][CH2:12]1)=[CH:8][CH:7]=[C:6]([C:17]([O:19][CH3:20])=[O:18])[CH:5]=2.[H-].[Na+].[C:23]([O:27][C:28](=[O:31])[CH2:29]Br)([CH3:26])([CH3:25])[CH3:24]. Product: [Br:1][C:2]1[N:3]([CH2:29][C:28]([O:27][C:23]([CH3:26])([CH3:25])[CH3:24])=[O:31])[C:4]2[C:9]([C:10]=1[CH:11]1[CH2:16][CH2:15][CH2:14][CH2:13][CH2:12]1)=[CH:8][CH:7]=[C:6]([C:17]([O:19][CH3:20])=[O:18])[CH:5]=2. The catalyst class is: 31. (4) Reactant: Cl.[CH3:2][O:3][C:4](=[O:23])[C@H:5]([CH2:7][C:8]1[CH:13]=[CH:12][C:11]([C:14]2[C:15](=[O:22])[N:16]([CH3:21])[CH:17]=[CH:18][C:19]=2[CH3:20])=[CH:10][CH:9]=1)[NH2:6].[Cl:24][C:25]1[CH:33]=[CH:32][CH:31]=[C:30]([CH3:34])[C:26]=1[C:27](O)=[O:28].CN(C(ON1N=NC2C=CC=CC1=2)=[N+](C)C)C.F[P-](F)(F)(F)(F)F.CCN(C(C)C)C(C)C. Product: [CH3:2][O:3][C:4](=[O:23])[C@H:5]([CH2:7][C:8]1[CH:9]=[CH:10][C:11]([C:14]2[C:15](=[O:22])[N:16]([CH3:21])[CH:17]=[CH:18][C:19]=2[CH3:20])=[CH:12][CH:13]=1)[NH:6][C:27]([C:26]1[C:30]([CH3:34])=[CH:31][CH:32]=[CH:33][C:25]=1[Cl:24])=[O:28]. The catalyst class is: 18.